This data is from Reaction yield outcomes from USPTO patents with 853,638 reactions. The task is: Predict the reaction yield, written as a fraction of the theoretical maximum amount of product (1.0 means a 100% yield; for example, 0.34 means a 34% yield). (1) The reactants are [CH3:1][S:2]([NH2:5])(=[O:4])=[O:3].[NH:6]1[CH:10]=[CH:9][CH:8]=[N:7]1.C(O)C. The catalyst is [Pd]. The product is [CH3:1][S:2]([NH2:5])(=[O:4])=[O:3].[NH2:5][C:10]1[CH:9]=[CH:8][NH:7][N:6]=1. The yield is 0.950. (2) The reactants are [C:1]([C:3]1[CH:8]=[CH:7][C:6]([CH2:9][CH2:10][C:11]2[N:34]([CH3:35])[C:14]3=[N:15][CH:16]=[C:17]([C:19]([N:21]4[C:29]5[C:24](=[CH:25][CH:26]=[CH:27][CH:28]=5)[CH2:23][CH:22]4[C:30]([O:32][CH3:33])=[O:31])=[O:20])[CH:18]=[C:13]3[N:12]=2)=[CH:5][CH:4]=1)#[N:2].[ClH:36].C(=O)([O-])[O-].[NH4+:41].[NH4+].C(OCC)(=O)C.C(O)C.N. The yield is 0.200. The catalyst is CO. The product is [ClH:36].[C:1]([C:3]1[CH:8]=[CH:7][C:6]([CH2:9][CH2:10][C:11]2[N:34]([CH3:35])[C:14]3=[N:15][CH:16]=[C:17]([C:19]([N:21]4[C:29]5[C:24](=[CH:25][CH:26]=[CH:27][CH:28]=5)[CH2:23][CH:22]4[C:30]([O:32][CH3:33])=[O:31])=[O:20])[CH:18]=[C:13]3[N:12]=2)=[CH:5][CH:4]=1)(=[NH:41])[NH2:2]. (3) The reactants are CC(C)([O-])C.[K+].C(S/[N:12]=[N:13]/[C:14]1[CH:15]=[C:16]([CH:20]=[CH:21][C:22]=1[CH3:23])[C:17]([OH:19])=[O:18])(C)(C)C. The catalyst is CS(C)=O. The product is [NH:13]1[C:14]2[C:22](=[CH:21][CH:20]=[C:16]([C:17]([OH:19])=[O:18])[CH:15]=2)[CH:23]=[N:12]1. The yield is 0.970. (4) The reactants are [Cl:1][C:2]1[N:7]=[C:6](Cl)[C:5]([F:9])=[CH:4][N:3]=1.N#N.[CH2:12]1[CH2:22][O:21][C:20]2[CH:19]=[CH:18][C:16]([NH2:17])=[CH:15][C:14]=2[O:13]1.Cl. The catalyst is O.CO. The product is [Cl:1][C:2]1[N:7]=[C:6]([NH:17][C:16]2[CH:18]=[CH:19][C:20]3[O:21][CH2:22][CH2:12][O:13][C:14]=3[CH:15]=2)[C:5]([F:9])=[CH:4][N:3]=1. The yield is 0.780. (5) The reactants are [NH:1]1[CH:5]=[CH:4][C:3]([C:6]([O:8][CH3:9])=[O:7])=[CH:2]1.[Br:10]N1C(=O)CCC1=O.O. The catalyst is O1CCCC1.N1C=CC=CC=1. The product is [Br:10][C:5]1[NH:1][CH:2]=[C:3]([C:6]([O:8][CH3:9])=[O:7])[CH:4]=1. The yield is 0.620. (6) The reactants are Cl[CH2:2][CH2:3][O:4][CH2:5][C:6]([NH:8][C:9]1[CH:19]=[CH:18][C:12]([C:13]([O:15][CH2:16][CH3:17])=[O:14])=[CH:11][CH:10]=1)=[O:7].[H-].[Na+].Cl. The catalyst is O1CCCC1. The product is [O:7]=[C:6]1[CH2:5][O:4][CH2:3][CH2:2][N:8]1[C:9]1[CH:19]=[CH:18][C:12]([C:13]([O:15][CH2:16][CH3:17])=[O:14])=[CH:11][CH:10]=1. The yield is 0.621. (7) The reactants are [CH:1]1[C:9](=[N:10]O)[CH:8]=[CH:7][C:5](=[O:6])[C:3](=[O:4])[CH:2]=1.[Sn](Cl)Cl. The catalyst is C(O)C. The product is [CH:1]1[C:9]([NH2:10])=[CH:8][CH:7]=[C:5]([OH:6])[C:3](=[O:4])[CH:2]=1. The yield is 0.100. (8) The reactants are [NH2:1][CH2:2][C:3]1[C:4]([F:20])=[C:5]([O:10][C:11]2[CH:12]=[C:13]([CH:16]=[C:17]([Cl:19])[CH:18]=2)[C:14]#[N:15])[C:6]([Cl:9])=[CH:7][CH:8]=1.CCN(C(C)C)C(C)C.[Cl:30][C:31]1[C:32]([C:39](O)=[O:40])=[N:33][C:34]([S:37][CH3:38])=[N:35][CH:36]=1.CN(C(ON1N=NC2C=CC=NC1=2)=[N+](C)C)C.F[P-](F)(F)(F)(F)F. The catalyst is CN(C=O)C.CO. The product is [Cl:30][C:31]1[C:32]([C:39]([NH:1][CH2:2][C:3]2[CH:8]=[CH:7][C:6]([Cl:9])=[C:5]([O:10][C:11]3[CH:12]=[C:13]([C:14]#[N:15])[CH:16]=[C:17]([Cl:19])[CH:18]=3)[C:4]=2[F:20])=[O:40])=[N:33][C:34]([S:37][CH3:38])=[N:35][CH:36]=1. The yield is 0.380.